This data is from Full USPTO retrosynthesis dataset with 1.9M reactions from patents (1976-2016). The task is: Predict the reactants needed to synthesize the given product. (1) Given the product [CH3:1][O:2][C:3]([C:5]1[CH2:11][CH2:10][N:9]([C:16]([O:18][C:19]([CH3:22])([CH3:21])[CH3:20])=[O:17])[C:8]2[CH:12]=[CH:13][CH:14]=[CH:15][C:7]=2[CH:6]=1)=[O:4], predict the reactants needed to synthesize it. The reactants are: [CH3:1][O:2][C:3]([C:5]1[CH2:11][CH2:10][NH:9][C:8]2[CH:12]=[CH:13][CH:14]=[CH:15][C:7]=2[CH:6]=1)=[O:4].[C:16](O[C:16]([O:18][C:19]([CH3:22])([CH3:21])[CH3:20])=[O:17])([O:18][C:19]([CH3:22])([CH3:21])[CH3:20])=[O:17]. (2) Given the product [S:25]([C:22]1[CH:23]=[CH:24][C:19]([CH3:29])=[CH:20][CH:21]=1)([OH:28])(=[O:27])=[O:26].[S:25]([C:22]1[CH:23]=[CH:24][C:19]([CH3:29])=[CH:20][CH:21]=1)([OH:28])(=[O:27])=[O:26].[NH2:1][CH:2]([CH:14]([CH3:17])[CH2:15][CH3:16])[C:3]([NH:5][CH2:6][CH2:7][N:8]1[CH2:13][CH2:12][O:11][CH2:10][CH2:9]1)=[O:4], predict the reactants needed to synthesize it. The reactants are: [NH2:1][CH:2]([CH:14]([CH3:17])[CH2:15][CH3:16])[C:3]([NH:5][CH2:6][CH2:7][N:8]1[CH2:13][CH2:12][O:11][CH2:10][CH2:9]1)=[O:4].O.[C:19]1([CH3:29])[CH:24]=[CH:23][C:22]([S:25]([OH:28])(=[O:27])=[O:26])=[CH:21][CH:20]=1. (3) Given the product [C:18]([CH2:17][C:16]([N:21]1[CH2:26][CH2:25][CH2:24][C@@H:23]([NH:27][C:28]2[CH:33]=[CH:32][N:31]=[C:30]([C:34]3[N:38]4[CH:39]=[C:40]([C:43]#[N:44])[CH:41]=[CH:42][C:37]4=[N:36][CH:35]=3)[N:29]=2)[CH2:22]1)=[O:15])#[N:19], predict the reactants needed to synthesize it. The reactants are: C(N(CC)CC)C.O=C1CCC(=O)N1[O:15][C:16](=O)[CH2:17][C:18]#[N:19].[NH:21]1[CH2:26][CH2:25][CH2:24][C@@H:23]([NH:27][C:28]2[CH:33]=[CH:32][N:31]=[C:30]([C:34]3[N:38]4[CH:39]=[C:40]([C:43]#[N:44])[CH:41]=[CH:42][C:37]4=[N:36][CH:35]=3)[N:29]=2)[CH2:22]1. (4) Given the product [Cl:3][C:4]1[C:9]([Cl:10])=[CH:8][CH:7]=[CH:6][C:5]=1[S:11][C:12]1[S:16][C:15]([CH:17]([OH:19])[CH3:18])=[CH:14][C:13]=1[N+:20]([O-:22])=[O:21], predict the reactants needed to synthesize it. The reactants are: [BH4-].[Na+].[Cl:3][C:4]1[C:9]([Cl:10])=[CH:8][CH:7]=[CH:6][C:5]=1[S:11][C:12]1[S:16][C:15]([C:17](=[O:19])[CH3:18])=[CH:14][C:13]=1[N+:20]([O-:22])=[O:21]. (5) Given the product [C:23]([O:22][C:21]([NH:20][C@H:3]([C:2](=[O:1])[N:28]1[CH2:29][CH2:30][CH2:31][CH2:32][CH2:33]1)[CH2:4][C:5]1[CH:10]=[CH:9][C:8]([C:35](=[CH2:45])[CH2:36][CH2:37][C:38]([O:40][C:41]([CH3:44])([CH3:43])[CH3:42])=[O:39])=[CH:7][CH:6]=1)=[O:27])([CH3:26])([CH3:24])[CH3:25], predict the reactants needed to synthesize it. The reactants are: [O:1]=[C:2]([N:28]1[CH2:33][CH2:32][CH2:31][CH2:30][CH2:29]1)[C@@H:3]([NH:20][C:21](=[O:27])[O:22][C:23]([CH3:26])([CH3:25])[CH3:24])[CH2:4][C:5]1[CH:10]=[CH:9][C:8](B2OC(C)(C)C(C)(C)O2)=[CH:7][CH:6]=1.Br[C:35](=[CH2:45])[CH2:36][CH2:37][C:38]([O:40][C:41]([CH3:44])([CH3:43])[CH3:42])=[O:39].C(=O)([O-])[O-].[K+].[K+]. (6) Given the product [Cl:1][C:2]1[CH:3]=[C:4]([CH2:17][N:18]2[C:22]([CH3:23])=[CH:21][C:20]([NH:24][C:52](=[O:53])[C@@H:47]3[CH2:48][CH2:49][C:50](=[O:51])[NH:46]3)=[N:19]2)[C:5]2[O:9][C:8]([C:10]3[CH:11]=[CH:12][CH:13]=[CH:14][CH:15]=3)=[CH:7][C:6]=2[CH:16]=1, predict the reactants needed to synthesize it. The reactants are: [Cl:1][C:2]1[CH:3]=[C:4]([CH2:17][N:18]2[C:22]([CH3:23])=[CH:21][C:20]([NH2:24])=[N:19]2)[C:5]2[O:9][C:8]([C:10]3[CH:15]=[CH:14][CH:13]=[CH:12][CH:11]=3)=[CH:7][C:6]=2[CH:16]=1.CCN=C=NCCCN(C)C.C1C=CC2N(O)N=NC=2C=1.[NH:46]1[C:50](=[O:51])[CH2:49][CH2:48][C@H:47]1[C:52](O)=[O:53].